From a dataset of Forward reaction prediction with 1.9M reactions from USPTO patents (1976-2016). Predict the product of the given reaction. Given the reactants [CH3:1][C:2]([N:11]1[CH:15]=[C:14]([NH:16][C:17](=[O:23])[CH:18]([NH2:22])[CH2:19][CH2:20][CH3:21])[N:13]=[CH:12]1)([CH3:10])[CH2:3][N:4]1[CH2:9][CH2:8][O:7][CH2:6][CH2:5]1.[OH:24][C@@H:25]([CH:29]([CH3:31])[CH3:30])[C:26](O)=[O:27], predict the reaction product. The product is: [CH3:1][C:2]([N:11]1[CH:15]=[C:14]([NH:16][C:17](=[O:23])[CH:18]([NH:22][C:26](=[O:27])[CH:25]([OH:24])[CH:29]([CH3:31])[CH3:30])[CH2:19][CH2:20][CH3:21])[N:13]=[CH:12]1)([CH3:10])[CH2:3][N:4]1[CH2:5][CH2:6][O:7][CH2:8][CH2:9]1.